From a dataset of Forward reaction prediction with 1.9M reactions from USPTO patents (1976-2016). Predict the product of the given reaction. (1) Given the reactants [C:1]([O:5][C:6]([NH:8][C@@H:9]([CH2:13][O:14][C:15]1[C:20]([N+:21]([O-])=O)=[CH:19][CH:18]=[CH:17][C:16]=1[F:24])[C:10]([OH:12])=[O:11])=[O:7])([CH3:4])([CH3:3])[CH3:2], predict the reaction product. The product is: [NH2:21][C:20]1[CH:19]=[CH:18][CH:17]=[C:16]([F:24])[C:15]=1[O:14][CH2:13][C@H:9]([NH:8][C:6]([O:5][C:1]([CH3:4])([CH3:2])[CH3:3])=[O:7])[C:10]([OH:12])=[O:11]. (2) Given the reactants [Cl:1][C:2]1[CH:3]=[C:4]([CH2:27][C:28](OC)=[O:29])[CH:5]=[CH:6][C:7]=1[C:8]1[N:12]=[C:11]([C:13]2[N:14]=[C:15]3[C:20]([Cl:21])=[CH:19][C:18]([C:22]([F:25])([F:24])[F:23])=[CH:17][N:16]3[CH:26]=2)[O:10][N:9]=1.CC(C[AlH]CC(C)C)C, predict the reaction product. The product is: [Cl:1][C:2]1[CH:3]=[C:4]([CH2:27][CH2:28][OH:29])[CH:5]=[CH:6][C:7]=1[C:8]1[N:12]=[C:11]([C:13]2[N:14]=[C:15]3[C:20]([Cl:21])=[CH:19][C:18]([C:22]([F:23])([F:25])[F:24])=[CH:17][N:16]3[CH:26]=2)[O:10][N:9]=1. (3) The product is: [CH3:1][O:2][C:3](=[O:33])[C@@H:4]([NH:7][C:8](=[O:32])[C:9]1[CH:14]=[CH:13][C:12]([C:15]#[C:16]/[CH:17]=[CH:18]/[C:19]2[CH:24]=[CH:23][C:22]([CH2:25][N:26]3[CH2:31][CH2:30][O:29][CH2:28][CH2:27]3)=[CH:21][CH:20]=2)=[CH:11][CH:10]=1)[CH2:5][NH:36][CH3:35]. Given the reactants [CH3:1][O:2][C:3](=[O:33])[C@@H:4]([NH:7][C:8](=[O:32])[C:9]1[CH:14]=[CH:13][C:12]([C:15]#[C:16]/[CH:17]=[CH:18]/[C:19]2[CH:24]=[CH:23][C:22]([CH2:25][N:26]3[CH2:31][CH2:30][O:29][CH2:28][CH2:27]3)=[CH:21][CH:20]=2)=[CH:11][CH:10]=1)[CH2:5]O.C[CH2:35][N:36](C(C)C)C(C)C.CS(Cl)(=O)=O.CN.C1COCC1, predict the reaction product. (4) Given the reactants C[Al](C)C.[Cl:5][C:6]1[CH:7]=[CH:8][C:9]([NH2:12])=[N:10][CH:11]=1.[Si:13]([O:20][CH2:21][C@@H:22]([O:24][CH2:25][C@H:26]([O:31][C:32]1[N:37]=[CH:36][N:35]=[C:34]2[N:38]([C:41]3[C:46]([Cl:47])=[CH:45][CH:44]=[CH:43][N:42]=3)[N:39]=[CH:40][C:33]=12)[C:27](OC)=[O:28])[CH3:23])([C:16]([CH3:19])([CH3:18])[CH3:17])([CH3:15])[CH3:14].C(C(C(C([O-])=O)O)O)([O-])=O.[K+].[Na+], predict the reaction product. The product is: [Si:13]([O:20][CH2:21][C@@H:22]([O:24][CH2:25][C@H:26]([O:31][C:32]1[N:37]=[CH:36][N:35]=[C:34]2[N:38]([C:41]3[C:46]([Cl:47])=[CH:45][CH:44]=[CH:43][N:42]=3)[N:39]=[CH:40][C:33]=12)[C:27]([NH:12][C:9]1[CH:8]=[CH:7][C:6]([Cl:5])=[CH:11][N:10]=1)=[O:28])[CH3:23])([C:16]([CH3:19])([CH3:18])[CH3:17])([CH3:15])[CH3:14].